This data is from Forward reaction prediction with 1.9M reactions from USPTO patents (1976-2016). The task is: Predict the product of the given reaction. Given the reactants [C:1]([O:5][C:6]([NH:8][C@@H:9]([C:13]1[CH:18]=[CH:17][CH:16]=[CH:15][CH:14]=1)[C:10](O)=[O:11])=[O:7])([CH3:4])([CH3:3])[CH3:2].[OH-].[NH4+].C1C=CC2N(O)N=[N:27]C=2C=1.CCN=C=NCCCN(C)C, predict the reaction product. The product is: [NH2:27][C:10](=[O:11])[C@@H:9]([NH:8][C:6](=[O:7])[O:5][C:1]([CH3:4])([CH3:3])[CH3:2])[C:13]1[CH:18]=[CH:17][CH:16]=[CH:15][CH:14]=1.